This data is from Forward reaction prediction with 1.9M reactions from USPTO patents (1976-2016). The task is: Predict the product of the given reaction. Given the reactants C(=O)([O-])[O-].[Cs+].[Cs+].[NH:7]1[CH:11]=[C:10](/[CH:12]=[CH:13]/[C:14]([O:16][CH2:17][CH3:18])=[O:15])[CH:9]=[N:8]1.Br[CH2:20]/[CH:21]=[CH:22]/[C:23]1[CH:28]=[CH:27][CH:26]=[CH:25][CH:24]=1, predict the reaction product. The product is: [CH2:20]([N:7]1[CH:11]=[C:10](/[CH:12]=[CH:13]/[C:14]([O:16][CH2:17][CH3:18])=[O:15])[CH:9]=[N:8]1)[CH:21]=[CH:22][C:23]1[CH:28]=[CH:27][CH:26]=[CH:25][CH:24]=1.